This data is from Experimental lipophilicity measurements (octanol/water distribution) for 4,200 compounds from AstraZeneca. The task is: Regression/Classification. Given a drug SMILES string, predict its absorption, distribution, metabolism, or excretion properties. Task type varies by dataset: regression for continuous measurements (e.g., permeability, clearance, half-life) or binary classification for categorical outcomes (e.g., BBB penetration, CYP inhibition). For this dataset (lipophilicity_astrazeneca), we predict Y. (1) The molecule is CC(C)Oc1cc(OCCc2ccsc2)cc(C(=O)Nc2ccc(C(=O)O)cn2)c1. The Y is 1.74 logD. (2) The drug is C[C@@H](NC1=CC(=O)CNC1)c1ccc(Nc2ncc3cc(-c4ccncc4)ccc3n2)cc1. The Y is 2.49 logD. (3) The Y is 2.40 logD. The compound is O=C(Nc1ccc(N2CCNCC2)cc1)c1ccc(-c2ccc(Cl)cc2)o1. (4) The compound is O=C(Nc1ccc(N2CCOCC2)nc1)c1nnc(Nc2ccc(F)c(F)c2)o1. The Y is 2.90 logD. (5) The drug is c1ccc(Nc2ccnc3ccccc23)cc1. The Y is 2.78 logD. (6) The compound is CS(=O)(=O)c1ccccc1C(=O)NCC(O)CNC1CCN(Cc2ccc(Cl)c(Cl)c2)CC1. The Y is 1.21 logD. (7) The compound is CN1CCOc2cc(OC(=O)c3ccccc3)cnc21. The Y is 3.30 logD. (8) The Y is 3.30 logD. The compound is O=C(CN1CCOCC1)Nc1ccc(-c2cccc3c(=O)cc(N4CCOCC4)oc23)cc1OCC1CC1.